From a dataset of NCI-60 drug combinations with 297,098 pairs across 59 cell lines. Regression. Given two drug SMILES strings and cell line genomic features, predict the synergy score measuring deviation from expected non-interaction effect. (1) Drug 1: CC12CCC3C(C1CCC2O)C(CC4=C3C=CC(=C4)O)CCCCCCCCCS(=O)CCCC(C(F)(F)F)(F)F. Drug 2: CC1=C2C(C(=O)C3(C(CC4C(C3C(C(C2(C)C)(CC1OC(=O)C(C(C5=CC=CC=C5)NC(=O)OC(C)(C)C)O)O)OC(=O)C6=CC=CC=C6)(CO4)OC(=O)C)O)C)O. Cell line: M14. Synergy scores: CSS=14.6, Synergy_ZIP=11.8, Synergy_Bliss=23.4, Synergy_Loewe=-4.66, Synergy_HSA=-0.442. (2) Drug 1: COC1=C(C=C2C(=C1)N=CN=C2NC3=CC(=C(C=C3)F)Cl)OCCCN4CCOCC4. Drug 2: CC1=C(C(=CC=C1)Cl)NC(=O)C2=CN=C(S2)NC3=CC(=NC(=N3)C)N4CCN(CC4)CCO. Cell line: SK-MEL-5. Synergy scores: CSS=6.82, Synergy_ZIP=-3.31, Synergy_Bliss=1.50, Synergy_Loewe=-7.29, Synergy_HSA=-6.59. (3) Drug 1: C1=CC(=CC=C1CCC2=CNC3=C2C(=O)NC(=N3)N)C(=O)NC(CCC(=O)O)C(=O)O. Drug 2: CC1=C(C(CCC1)(C)C)C=CC(=CC=CC(=CC(=O)O)C)C. Cell line: SF-268. Synergy scores: CSS=14.5, Synergy_ZIP=2.16, Synergy_Bliss=5.56, Synergy_Loewe=-11.8, Synergy_HSA=-0.101. (4) Drug 1: CC1CCC2CC(C(=CC=CC=CC(CC(C(=O)C(C(C(=CC(C(=O)CC(OC(=O)C3CCCCN3C(=O)C(=O)C1(O2)O)C(C)CC4CCC(C(C4)OC)OCCO)C)C)O)OC)C)C)C)OC. Drug 2: CC(C)NC(=O)C1=CC=C(C=C1)CNNC.Cl. Cell line: OVCAR3. Synergy scores: CSS=4.33, Synergy_ZIP=-5.42, Synergy_Bliss=-9.58, Synergy_Loewe=-5.14, Synergy_HSA=-6.57.